Dataset: Rat liver microsome stability data. Task: Regression/Classification. Given a drug SMILES string, predict its absorption, distribution, metabolism, or excretion properties. Task type varies by dataset: regression for continuous measurements (e.g., permeability, clearance, half-life) or binary classification for categorical outcomes (e.g., BBB penetration, CYP inhibition). Dataset: rlm. (1) The compound is CC(C)n1nc(Cc2cccc(Cl)c2Cl)c2c(N)ncnc21. The result is 1 (stable in rat liver microsomes). (2) The molecule is N#CC(c1ccccn1)c1ccnc(N2CCN(C(=O)c3ccc(F)cc3)CC2)n1. The result is 1 (stable in rat liver microsomes).